From a dataset of Retrosynthesis with 50K atom-mapped reactions and 10 reaction types from USPTO. Predict the reactants needed to synthesize the given product. (1) Given the product CC(CCC1CCCC1=O)OCc1ccccc1, predict the reactants needed to synthesize it. The reactants are: CC(CCC1=CCCC1=O)OCc1ccccc1. (2) Given the product CC(C)Oc1cc(C(=O)O)c2c(c1)C(=O)NCC2, predict the reactants needed to synthesize it. The reactants are: COC(=O)c1cc(OC(C)C)cc2c1CCNC2=O.